Dataset: Full USPTO retrosynthesis dataset with 1.9M reactions from patents (1976-2016). Task: Predict the reactants needed to synthesize the given product. Given the product [C:18]([O:22][C:23]([N:8]1[C:9]2[C:5](=[CH:4][CH:3]=[C:2]([Cl:1])[CH:10]=2)/[C:6](=[CH:12]/[C:13]2[CH:17]=[CH:16][S:15][CH:14]=2)/[C:7]1=[O:11])=[O:24])([CH3:21])([CH3:20])[CH3:19], predict the reactants needed to synthesize it. The reactants are: [Cl:1][C:2]1[CH:10]=[C:9]2[C:5](/[C:6](=[CH:12]/[C:13]3[CH:17]=[CH:16][S:15][CH:14]=3)/[C:7](=[O:11])[NH:8]2)=[CH:4][CH:3]=1.[C:18]([O:22][C:23](O[C:23]([O:22][C:18]([CH3:21])([CH3:20])[CH3:19])=[O:24])=[O:24])([CH3:21])([CH3:20])[CH3:19].